Predict which catalyst facilitates the given reaction. From a dataset of Catalyst prediction with 721,799 reactions and 888 catalyst types from USPTO. (1) Reactant: [Cl:1][C:2]1[CH:11]=[C:10]2[C:5]([C:6]([NH:12][CH:13]3[CH2:18][CH2:17][CH:16]([NH2:19])[CH2:15][CH2:14]3)=[CH:7][CH:8]=[N:9]2)=[CH:4][CH:3]=1.[Cl:20][C:21]1[CH:26]=[CH:25][C:24]([S:27](Cl)(=[O:29])=[O:28])=[CH:23][CH:22]=1. Product: [Cl:20][C:21]1[CH:26]=[CH:25][C:24]([S:27]([NH:19][C@H:16]2[CH2:15][CH2:14][C@@H:13]([NH:12][C:6]3[C:5]4[C:10](=[CH:11][C:2]([Cl:1])=[CH:3][CH:4]=4)[N:9]=[CH:8][CH:7]=3)[CH2:18][CH2:17]2)(=[O:29])=[O:28])=[CH:23][CH:22]=1. The catalyst class is: 17. (2) Product: [NH:21]1[C:25]2[CH:26]=[CH:27][CH:28]=[CH:29][C:24]=2[N:23]=[C:22]1[C:30]1([CH2:36][NH2:37])[CH2:31][CH2:32][N:33]([C:11]2[C:12]3[C:19]([CH3:20])=[CH:18][NH:17][C:13]=3[N:14]=[CH:15][N:16]=2)[CH2:34][CH2:35]1. Reactant: C(N(C(C)C)C(C)C)C.Cl[C:11]1[C:12]2[C:19]([CH3:20])=[CH:18][NH:17][C:13]=2[N:14]=[CH:15][N:16]=1.[NH:21]1[C:25]2[CH:26]=[CH:27][CH:28]=[CH:29][C:24]=2[N:23]=[C:22]1[C:30]1([CH2:36][N:37]=C(C2C=CC=CC=2)C2C=CC=CC=2)[CH2:35][CH2:34][NH:33][CH2:32][CH2:31]1.Cl.C(O)(C)C. The catalyst class is: 729. (3) Reactant: [C:1]([O:5][C:6](=[O:31])[NH:7][C:8]([C:10]1[CH:15]=[CH:14][C:13]([CH2:16][NH:17][C:18]([C@H:20]2[N:24]3[C:25](=[O:30])[C:26]([NH2:29])=[CH:27][N:28]=[C:23]3[CH2:22][CH2:21]2)=[O:19])=[CH:12][CH:11]=1)=[NH:9])([CH3:4])([CH3:3])[CH3:2].[CH3:32][S:33](Cl)(=[O:35])=[O:34]. Product: [C:1]([O:5][C:6](=[O:31])[NH:7][C:8](=[NH:9])[C:10]1[CH:15]=[CH:14][C:13]([CH2:16][NH:17][C:18]([C@H:20]2[N:24]3[C:25](=[O:30])[C:26]([NH:29][S:33]([CH3:32])(=[O:35])=[O:34])=[CH:27][N:28]=[C:23]3[CH2:22][CH2:21]2)=[O:19])=[CH:12][CH:11]=1)([CH3:4])([CH3:2])[CH3:3]. The catalyst class is: 436. (4) The catalyst class is: 8. Reactant: C([O:3][C:4](=[O:23])[C:5]([O:15][C:16]1[CH:21]=[CH:20][C:19]([Cl:22])=[CH:18][CH:17]=1)([CH3:14])[CH2:6][C:7]1[CH:12]=[CH:11][C:10](O)=[CH:9][CH:8]=1)C.[CH3:24][C:25]1[O:29][C:28]([C:30]2[CH:35]=[CH:34][C:33]([C:36]3[CH:41]=[CH:40][CH:39]=[CH:38][CH:37]=3)=[CH:32][CH:31]=2)=[N:27][C:26]=1[CH2:42][CH2:43][O:44]S(C1C=CC(C)=CC=1)(=O)=O.C([O-])([O-])=O.[K+].[K+].[OH-].[Na+]. Product: [C:33]1([C:36]2[CH:37]=[CH:38][CH:39]=[CH:40][CH:41]=2)[CH:34]=[CH:35][C:30]([C:28]2[O:29][C:25]([CH3:24])=[C:26]([CH2:42][CH2:43][O:44][C:10]3[CH:9]=[CH:8][C:7]([CH2:6][C:5]([O:15][C:16]4[CH:21]=[CH:20][C:19]([Cl:22])=[CH:18][CH:17]=4)([CH3:14])[C:4]([OH:23])=[O:3])=[CH:12][CH:11]=3)[N:27]=2)=[CH:31][CH:32]=1. (5) Reactant: FC1[CH:11]=[C:10]([C:12]2[N:17]=[C:16]3[N:18]([CH2:21][C:22]4[CH:23]=[C:24]5[C:29](=[CH:30][CH:31]=4)[N:28]=[CH:27][CH:26]=[CH:25]5)[N:19]=[N:20][C:15]3=[CH:14][CH:13]=2)[CH:9]=[CH:8][C:3]=1[C:4](NC)=[O:5].[F:32][C:33]([F:46])([F:45])[CH2:34]OC1C=C(B(O)O)C=CC=1.C(=O)([O-])[O-].[K+].[K+].O1CCOCC1. Product: [F:32][C:33]([F:46])([F:45])[CH2:34][O:5][C:4]1[CH:11]=[C:10]([C:12]2[N:17]=[C:16]3[N:18]([CH2:21][C:22]4[CH:23]=[C:24]5[C:29](=[CH:30][CH:31]=4)[N:28]=[CH:27][CH:26]=[CH:25]5)[N:19]=[N:20][C:15]3=[CH:14][CH:13]=2)[CH:9]=[CH:8][CH:3]=1. The catalyst class is: 103. (6) Reactant: [CH:1]1[C:10]2[C:11]3[CH2:17][CH2:16][CH2:15][CH2:14][CH2:13][C:12]=3[N:8]3[C:9]=2[C:4]([CH2:5][CH2:6][CH2:7]3)=[CH:3][CH:2]=1.[N+:18]([O-])([O-:20])=[O:19].[K+]. Product: [N+:18]([C:2]1[CH:3]=[C:4]2[C:9]3=[C:10]([C:11]4[CH2:17][CH2:16][CH2:15][CH2:14][CH2:13][C:12]=4[N:8]3[CH2:7][CH2:6][CH2:5]2)[CH:1]=1)([O-:20])=[O:19]. The catalyst class is: 65. (7) Reactant: [OH:1][C@H:2]1[CH2:6][N:5]([CH2:7][CH2:8][N:9]2[C:18]3[C:13](=[CH:14][CH:15]=[C:16]([O:19][CH3:20])[CH:17]=3)[CH:12]=[CH:11][C:10]2=[O:21])[CH2:4][C@H:3]1[CH2:22][NH:23]C(=O)OCC1C=CC=CC=1. Product: [NH2:23][CH2:22][C@H:3]1[C@@H:2]([OH:1])[CH2:6][N:5]([CH2:7][CH2:8][N:9]2[C:18]3[C:13](=[CH:14][CH:15]=[C:16]([O:19][CH3:20])[CH:17]=3)[CH:12]=[CH:11][C:10]2=[O:21])[CH2:4]1. The catalyst class is: 723. (8) Reactant: [CH3:1]C(OCC1C2C(=CC=CC=2)C(COC(C)=O)=C2C=1C=CC=C2)=O.S(=O)(=O)(O)O.[Br:30][C:31]1[C:32]([CH2:46][CH3:47])=[C:33]([CH2:37][CH2:38][NH:39][C:40](=[O:45])[C:41]([F:44])([F:43])[F:42])[CH:34]=[CH:35][CH:36]=1. Product: [Br:30][C:31]1[C:32]([CH2:46][CH3:47])=[C:33]2[C:34](=[CH:35][CH:36]=1)[CH2:1][N:39]([C:40](=[O:45])[C:41]([F:43])([F:44])[F:42])[CH2:38][CH2:37]2. The catalyst class is: 6. (9) Reactant: [CH:1]1([NH:4][C:5](=[O:30])[C:6]2[CH:11]=[CH:10][C:9]([CH3:12])=[C:8]([NH:13][C:14](=[O:29])[C:15]3[CH:20]=[CH:19][C:18]([O:21][CH2:22][C:23]4[CH:27]=[C:26]([CH3:28])[O:25][N:24]=4)=[CH:17][CH:16]=3)[CH:7]=2)[CH2:3][CH2:2]1.C(Cl)[Cl:32].Cl. Product: [ClH:32].[CH:1]1([NH:4][C:5](=[O:30])[C:6]2[CH:11]=[CH:10][C:9]([CH3:12])=[C:8]([NH:13][C:14](=[O:29])[C:15]3[CH:16]=[CH:17][C:18]([O:21][CH2:22][C:23]4[CH:27]=[C:26]([CH3:28])[O:25][N:24]=4)=[CH:19][CH:20]=3)[CH:7]=2)[CH2:3][CH2:2]1. The catalyst class is: 5. (10) Reactant: C(=O)([O-])[O-].[Cs+].[Cs+].[O:7]1[CH2:12][CH2:11][O:10][C:9]2[CH:13]=[C:14]([C:17]3[C:18]([CH3:35])=[C:19]([CH:32]=[CH:33][CH:34]=3)[CH2:20][O:21][C:22]3[CH:29]=[C:28]([CH3:30])[C:25]([CH:26]=[O:27])=[C:24]([OH:31])[CH:23]=3)[CH:15]=[CH:16][C:8]1=2.Br[CH2:37][C:38]1[CH:39]=[C:40]([CH:43]=[CH:44][CH:45]=1)[C:41]#[N:42].Cl. The catalyst class is: 42. Product: [O:7]1[CH2:12][CH2:11][O:10][C:9]2[CH:13]=[C:14]([C:17]3[C:18]([CH3:35])=[C:19]([CH:32]=[CH:33][CH:34]=3)[CH2:20][O:21][C:22]3[CH:29]=[C:28]([CH3:30])[C:25]([CH:26]=[O:27])=[C:24]([CH:23]=3)[O:31][CH2:37][C:38]3[CH:39]=[C:40]([CH:43]=[CH:44][CH:45]=3)[C:41]#[N:42])[CH:15]=[CH:16][C:8]1=2.